Dataset: Full USPTO retrosynthesis dataset with 1.9M reactions from patents (1976-2016). Task: Predict the reactants needed to synthesize the given product. (1) Given the product [Br:41][C:26]1[C:27]([N:28]2[CH2:29][CH2:30][N:31]([CH2:34][C:35]3[N:36]=[C:37]([CH3:40])[S:38][CH:39]=3)[CH2:32][CH2:33]2)=[C:22]2[N:21]=[C:20]([C:17]3[CH:18]=[CH:19][C:14]([N:11]4[CH2:10][CH2:9][NH:8][CH2:13][CH2:12]4)=[CH:15][CH:16]=3)[NH:42][C:23]2=[N:24][CH:25]=1, predict the reactants needed to synthesize it. The reactants are: C(OC([N:8]1[CH2:13][CH2:12][N:11]([C:14]2[CH:19]=[CH:18][C:17]([C:20]3[NH:42][C:23]4=[N:24][CH:25]=[C:26]([Br:41])[C:27]([N:28]5[CH2:33][CH2:32][N:31]([CH2:34][C:35]6[N:36]=[C:37]([CH3:40])[S:38][CH:39]=6)[CH2:30][CH2:29]5)=[C:22]4[N:21]=3)=[CH:16][CH:15]=2)[CH2:10][CH2:9]1)=O)(C)(C)C.C(O)(C(F)(F)F)=O. (2) Given the product [C:13]([CH2:12][C:10]1([N:15]2[CH:19]=[CH:18][C:17]([C:20]3[C:21]4[CH:28]=[CH:27][N:26]([CH2:29][O:30][CH2:31][CH2:32][Si:33]([CH3:36])([CH3:35])[CH3:34])[C:22]=4[N:23]=[CH:24][N:25]=3)=[CH:16]2)[CH2:11][N:8]([C:6]([O:5][C:1]([CH3:4])([CH3:2])[CH3:3])=[O:7])[CH2:9]1)#[N:14], predict the reactants needed to synthesize it. The reactants are: [C:1]([O:5][C:6]([N:8]1[CH2:11][C:10](=[CH:12][C:13]#[N:14])[CH2:9]1)=[O:7])([CH3:4])([CH3:3])[CH3:2].[NH:15]1[CH:19]=[CH:18][C:17]([C:20]2[C:21]3[CH:28]=[CH:27][N:26]([CH2:29][O:30][CH2:31][CH2:32][Si:33]([CH3:36])([CH3:35])[CH3:34])[C:22]=3[N:23]=[CH:24][N:25]=2)=[CH:16]1.N12CCCN=C1CCCCC2. (3) Given the product [Cl:19][C:5]1[N:4]=[N:3][C:2]([NH:24][C:23]2[CH:25]=[CH:26][C:27]([N:29]3[CH2:34][CH2:33][CH:32]([N:35]4[CH2:36][CH2:37][N:38]([CH3:41])[CH2:39][CH2:40]4)[CH2:31][CH2:30]3)=[CH:28][C:22]=2[O:21][CH3:20])=[N:7][C:6]=1[NH:8][C:9]1[CH:14]=[CH:13][C:12]([P:15]([CH3:18])([CH3:17])=[O:16])=[CH:11][CH:10]=1, predict the reactants needed to synthesize it. The reactants are: Cl[C:2]1[N:3]=[N:4][C:5]([Cl:19])=[C:6]([NH:8][C:9]2[CH:14]=[CH:13][C:12]([P:15]([CH3:18])([CH3:17])=[O:16])=[CH:11][CH:10]=2)[N:7]=1.[CH3:20][O:21][C:22]1[CH:28]=[C:27]([N:29]2[CH2:34][CH2:33][CH:32]([N:35]3[CH2:40][CH2:39][N:38]([CH3:41])[CH2:37][CH2:36]3)[CH2:31][CH2:30]2)[CH:26]=[CH:25][C:23]=1[NH2:24].C12(CS(O)(=O)=O)C(C)(C)C(CC1)CC2=O. (4) Given the product [CH3:20][O:21][C:22]1[CH:27]=[CH:26][CH:25]=[CH:24][C:23]=1[N:28]1[CH2:33][CH2:32][N:31]([CH2:6][C:7]2[S:15][C:14]3[C:9](=[N:10][CH:11]=[C:12]([C:16]([F:19])([F:18])[F:17])[CH:13]=3)[CH:8]=2)[CH2:30][CH2:29]1, predict the reactants needed to synthesize it. The reactants are: CS(O[CH2:6][C:7]1[S:15][C:14]2[C:9](=[N:10][CH:11]=[C:12]([C:16]([F:19])([F:18])[F:17])[CH:13]=2)[CH:8]=1)(=O)=O.[CH3:20][O:21][C:22]1[CH:27]=[CH:26][CH:25]=[CH:24][C:23]=1[N:28]1[CH2:33][CH2:32][NH:31][CH2:30][CH2:29]1. (5) Given the product [O:7]1[CH:11]=[CH:10][CH:9]=[C:8]1[C:12]1[CH:21]=[C:1]([C:2]([Cl:4])=[O:3])[C:19]2[C:14](=[CH:15][CH:16]=[CH:17][CH:18]=2)[N:13]=1, predict the reactants needed to synthesize it. The reactants are: [C:1](Cl)(=O)[C:2]([Cl:4])=[O:3].[O:7]1[CH:11]=[CH:10][CH:9]=[C:8]1[C:12]1[CH:21]=C(C(O)=O)[C:19]2[C:14](=[CH:15][CH:16]=[CH:17][CH:18]=2)[N:13]=1. (6) Given the product [NH2:20][C:21]1[S:22][CH:23]=[C:24](/[C:26](=[N:60]/[O:61][C:62]([C:63]2[CH:64]=[CH:65][CH:66]=[CH:67][CH:68]=2)([C:75]2[CH:76]=[CH:77][CH:78]=[CH:79][CH:80]=2)[C:69]2[CH:74]=[CH:73][CH:72]=[CH:71][CH:70]=2)/[C:27]([NH:29][C@@H:30]2[C:58](=[O:59])[N:32]3[C:33]([C:42]([O:44][CH:45]([C:46]4[CH:47]=[CH:48][CH:49]=[CH:50][CH:51]=4)[C:52]4[CH:57]=[CH:56][CH:55]=[CH:54][CH:53]=4)=[O:43])=[C:34]([S:11][CH2:10][C:8]4[CH:7]=[N:6][N:5]([CH3:4])[CH:9]=4)[CH2:35][S:36][C@H:31]23)=[O:28])[N:25]=1, predict the reactants needed to synthesize it. The reactants are: C[O-].[Na+].[CH3:4][N:5]1[CH:9]=[C:8]([CH2:10][S:11]C(=O)C2C=CC=CC=2)[CH:7]=[N:6]1.[NH2:20][C:21]1[S:22][CH:23]=[C:24](/[C:26](=[N:60]/[O:61][C:62]([C:75]2[CH:80]=[CH:79][CH:78]=[CH:77][CH:76]=2)([C:69]2[CH:74]=[CH:73][CH:72]=[CH:71][CH:70]=2)[C:63]2[CH:68]=[CH:67][CH:66]=[CH:65][CH:64]=2)/[C:27]([NH:29][C@@H:30]2[C:58](=[O:59])[N:32]3[C:33]([C:42]([O:44][CH:45]([C:52]4[CH:57]=[CH:56][CH:55]=[CH:54][CH:53]=4)[C:46]4[CH:51]=[CH:50][CH:49]=[CH:48][CH:47]=4)=[O:43])=[C:34](OS(C)(=O)=O)[CH2:35][S:36][C@H:31]23)=[O:28])[N:25]=1. (7) Given the product [CH3:36][C:28]1[CH:27]=[C:32]([CH3:33])[CH:31]=[CH:30][C:29]=1[OH:34], predict the reactants needed to synthesize it. The reactants are: B(Br)(Br)Br.C(N(CC)C(C1C2C(=CC=CC=2)C([C:27]2[C:32]([CH3:33])=[CH:31][CH:30]=[C:29]([O:34]C)[C:28]=2[CH3:36])=NC=1)CCC)C1C=CC=CC=1.Cl.[OH-].[Na+]. (8) Given the product [OH:31][C:3]1[N:2]([CH3:1])[C:7](=[O:8])[C:6]([C:9]2[CH:18]=[CH:17][C:16]3[C:11](=[CH:12][CH:13]=[CH:14][CH:15]=3)[CH:10]=2)=[C:5]([C:19]2[CH:24]=[CH:23][N:22]=[CH:21][CH:20]=2)[N:4]=1, predict the reactants needed to synthesize it. The reactants are: [CH3:1][N:2]1[C:7](=[O:8])[C:6]([C:9]2[CH:18]=[CH:17][C:16]3[C:11](=[CH:12][CH:13]=[CH:14][CH:15]=3)[CH:10]=2)=[C:5]([C:19]2[CH:24]=[CH:23][N:22]=[CH:21][CH:20]=2)[N:4]=[C:3]1SC.C(Cl)Cl.C[OH:31].Cl. (9) Given the product [F:1][C:2]1[C:3]([NH2:4])=[C:5]([N+:11]([O-:13])=[O:12])[CH:6]=[C:7]([F:10])[C:8]=1[NH:20][CH2:19][C:18]1[CH:21]=[CH:22][C:15]([F:14])=[CH:16][CH:17]=1, predict the reactants needed to synthesize it. The reactants are: [F:1][C:2]1[C:8](F)=[C:7]([F:10])[CH:6]=[C:5]([N+:11]([O-:13])=[O:12])[C:3]=1[NH2:4].[F:14][C:15]1[CH:22]=[CH:21][C:18]([CH2:19][NH2:20])=[CH:17][CH:16]=1.CCN(CC)CC. (10) Given the product [CH2:9]([O:8][C:6](=[O:7])[CH:5]([CH:4]=[O:11])[CH:14]=[O:15])[CH3:10], predict the reactants needed to synthesize it. The reactants are: C(O[CH:4]([O:11]CC)[CH2:5][C:6]([O:8][CH2:9][CH3:10])=[O:7])C.[CH:14](OCC)=[O:15].C(O[K])(C)(C)C.